Dataset: Reaction yield outcomes from USPTO patents with 853,638 reactions. Task: Predict the reaction yield, written as a fraction of the theoretical maximum amount of product (1.0 means a 100% yield; for example, 0.34 means a 34% yield). (1) The reactants are [NH2:1][C:2]1[C:11]2[C:6](=[C:7](Br)[CH:8]=[CH:9][CH:10]=2)[N:5]=[N:4][C:3]=1[C:13]([NH:15][CH2:16][CH2:17][CH3:18])=[O:14].[CH3:19][N:20]1[CH:24]=[C:23](B2OC(C)(C)C(C)(C)O2)[CH:22]=[N:21]1. No catalyst specified. The product is [NH2:1][C:2]1[C:11]2[C:6](=[C:7]([C:23]3[CH:22]=[N:21][N:20]([CH3:19])[CH:24]=3)[CH:8]=[CH:9][CH:10]=2)[N:5]=[N:4][C:3]=1[C:13]([NH:15][CH2:16][CH2:17][CH3:18])=[O:14]. The yield is 0.820. (2) The reactants are [C:1]([CH:9]([C:13]1[CH:18]=[CH:17][CH:16]=[CH:15][CH:14]=1)[CH2:10][CH:11]=O)(=[O:8])[C:2]1[CH:7]=[CH:6][CH:5]=[CH:4][CH:3]=1.[CH3:19][O:20][C:21]1[CH:26]=[CH:25][CH:24]=[CH:23][C:22]=1[N:27]1[CH2:32][CH2:31][NH:30][CH2:29][CH2:28]1.[Na].[BH-](OC(C)=O)(OC(C)=O)OC(C)=O.[Na+]. The catalyst is C(Cl)Cl. The product is [CH3:19][O:20][C:21]1[CH:26]=[CH:25][CH:24]=[CH:23][C:22]=1[N:27]1[CH2:32][CH2:31][N:30]([CH2:11][CH2:10][CH:9]([C:1](=[O:8])[C:2]2[CH:7]=[CH:6][CH:5]=[CH:4][CH:3]=2)[C:13]2[CH:18]=[CH:17][CH:16]=[CH:15][CH:14]=2)[CH2:29][CH2:28]1. The yield is 0.950. (3) The reactants are [CH2:1]([O:3][C:4]1[CH:9]=[C:8]([O:10][CH2:11][C:12]2[CH:17]=[CH:16][C:15]([O:18][CH3:19])=[CH:14][CH:13]=2)[N:7]=[CH:6][C:5]=1[C:20]1[CH:25]=[CH:24][C:23]([CH2:26][C:27]([OH:29])=O)=[C:22]([F:30])[CH:21]=1)[CH3:2].[NH2:31][C:32]1[CH:33]=[C:34]([C:43]([F:46])([F:45])[F:44])[C:35]([C:38]([CH3:42])([CH3:41])[CH2:39][OH:40])=[N:36][CH:37]=1.CN(C(ON1N=NC2C=CC=NC1=2)=[N+](C)C)C.F[P-](F)(F)(F)(F)F.CCN(C(C)C)C(C)C. The catalyst is C(Cl)Cl. The product is [CH2:1]([O:3][C:4]1[CH:9]=[C:8]([O:10][CH2:11][C:12]2[CH:17]=[CH:16][C:15]([O:18][CH3:19])=[CH:14][CH:13]=2)[N:7]=[CH:6][C:5]=1[C:20]1[CH:25]=[CH:24][C:23]([CH2:26][C:27]([NH:31][C:32]2[CH:37]=[N:36][C:35]([C:38]([CH3:42])([CH3:41])[CH2:39][OH:40])=[C:34]([C:43]([F:46])([F:44])[F:45])[CH:33]=2)=[O:29])=[C:22]([F:30])[CH:21]=1)[CH3:2]. The yield is 0.260. (4) The reactants are C(O[CH:5]1[CH:9]([O:10][C:11](=[O:18])[C:12]2[CH:17]=[CH:16][CH:15]=[CH:14][CH:13]=2)[CH2:8][CH:7]([O:19][CH2:20][P:21]([O:26][CH2:27][CH3:28])([O:23][CH2:24][CH3:25])=[O:22])[O:6]1)(=O)C.[CH3:29][O:30][C:31]([C:33]1[N:37]=[CH:36][NH:35][N:34]=1)=[O:32].[N+](C1C=CC(OP([O-])(OC2C=CC([N+]([O-])=O)=CC=2)=O)=CC=1)([O-])=O. No catalyst specified. The product is [CH3:29][O:30][C:31]([C:33]1[N:37]=[CH:36][N:35]([CH:5]2[CH:9]([O:10][C:11](=[O:18])[C:12]3[CH:13]=[CH:14][CH:15]=[CH:16][CH:17]=3)[CH2:8][CH:7]([O:19][CH2:20][P:21]([O:23][CH2:24][CH3:25])([O:26][CH2:27][CH3:28])=[O:22])[O:6]2)[N:34]=1)=[O:32]. The yield is 0.650.